From a dataset of Forward reaction prediction with 1.9M reactions from USPTO patents (1976-2016). Predict the product of the given reaction. (1) Given the reactants Br[C:2]1[CH:3]=[C:4]([C:8]2[S:9][C:10]([CH3:13])=[CH:11][CH:12]=2)[CH:5]=[CH:6][CH:7]=1.C([Li])CCC.C1CCCCC1.[CH2:25]([O:32][C:33]1[C:34]([CH2:44][CH:45]=[O:46])=[CH:35][C:36]([Cl:43])=[C:37]2[C:42]=1[N:41]=[CH:40][CH:39]=[CH:38]2)[C:26]1[CH:31]=[CH:30][CH:29]=[CH:28][CH:27]=1, predict the reaction product. The product is: [CH2:25]([O:32][C:33]1[C:34]([CH2:44][CH:45]([C:2]2[CH:7]=[CH:6][CH:5]=[C:4]([C:8]3[S:9][C:10]([CH3:13])=[CH:11][CH:12]=3)[CH:3]=2)[OH:46])=[CH:35][C:36]([Cl:43])=[C:37]2[C:42]=1[N:41]=[CH:40][CH:39]=[CH:38]2)[C:26]1[CH:31]=[CH:30][CH:29]=[CH:28][CH:27]=1. (2) Given the reactants [Br:1][C:2]1[CH:3]=[C:4]([CH:8]([OH:12])[CH2:9][CH:10]=[CH2:11])[CH:5]=[CH:6][CH:7]=1.N1C=CN=C1.[C:18]([Si:22]([CH3:25])([CH3:24])Cl)([CH3:21])([CH3:20])[CH3:19], predict the reaction product. The product is: [Br:1][C:2]1[CH:3]=[C:4]([CH:8]([O:12][Si:22]([C:18]([CH3:21])([CH3:20])[CH3:19])([CH3:25])[CH3:24])[CH2:9][CH:10]=[CH2:11])[CH:5]=[CH:6][CH:7]=1. (3) Given the reactants [C:1]([C:3]1([C:17]2[CH:22]=[CH:21][CH:20]=[CH:19][N:18]=2)[CH2:8][CH2:7][N:6]([C:9]([O:11][C:12]([CH3:15])([CH3:14])[CH3:13])=[O:10])[CH2:5][CH:4]1[OH:16])#[N:2].[H-].[Na+].[CH2:25](Br)[C:26]1[CH:31]=[CH:30][CH:29]=[CH:28][CH:27]=1, predict the reaction product. The product is: [CH2:25]([O:16][C@@H:4]1[C@@:3]([C:1]#[N:2])([C:17]2[CH:22]=[CH:21][CH:20]=[CH:19][N:18]=2)[CH2:8][CH2:7][N:6]([C:9]([O:11][C:12]([CH3:15])([CH3:14])[CH3:13])=[O:10])[CH2:5]1)[C:26]1[CH:31]=[CH:30][CH:29]=[CH:28][CH:27]=1. (4) Given the reactants [CH2:1]([O:8][C:9](=[O:26])[C@@H:10](N)[CH2:11]C1C=CC(C2C=CC=C(Cl)C=2)=CC=1)[C:2]1[CH:7]=[CH:6][CH:5]=[CH:4][CH:3]=1.C(N(CC)CC)C.FC(F)(F)S(O[C@H](C)C(OCC)=O)(=O)=O, predict the reaction product. The product is: [CH2:1]([O:8][C:9](=[O:26])[CH2:10][CH3:11])[C:2]1[CH:7]=[CH:6][CH:5]=[CH:4][CH:3]=1. (5) Given the reactants [F:1][C:2]([F:31])([F:30])[C:3]1[N:7]2[N:8]=[C:9]([N:12]3[CH2:17][CH2:16][CH:15]([C:18]4[CH:29]=[CH:28][C:21]([O:22][CH2:23][C:24]([O:26][CH3:27])=[O:25])=[CH:20][CH:19]=4)[CH2:14][CH2:13]3)[CH:10]=[CH:11][C:6]2=[N:5][N:4]=1.[CH:32]([O-])=O.[NH4+], predict the reaction product. The product is: [F:31][C:2]([F:1])([F:30])[C:3]1[N:7]2[N:8]=[C:9]([N:12]3[CH2:17][CH2:16][CH:15]([C:18]4[CH:29]=[CH:28][C:21]([O:22][CH2:23][C:24]([O:26][CH2:27][CH3:32])=[O:25])=[CH:20][CH:19]=4)[CH2:14][CH2:13]3)[CH2:10][CH2:11][C:6]2=[N:5][N:4]=1. (6) The product is: [Cl:1][C:2]1[N:3]=[C:4]([C:9]([NH:11][C@H:12]2[CH2:17][CH2:16][N:15]([C:18](=[O:24])[C:19]([OH:21])=[O:20])[CH2:14][C@H:13]2[O:25][CH2:26][CH3:27])=[O:10])[NH:5][C:6]=1[CH2:7][CH3:8]. Given the reactants [Cl:1][C:2]1[N:3]=[C:4]([C:9]([NH:11][C@H:12]2[CH2:17][CH2:16][N:15]([C:18](=[O:24])[C:19]([O:21]CC)=[O:20])[CH2:14][C@H:13]2[O:25][CH2:26][CH3:27])=[O:10])[NH:5][C:6]=1[CH2:7][CH3:8].[OH-].[Na+].Cl, predict the reaction product. (7) Given the reactants C(OC([N:8]1[CH2:14][CH2:13][CH2:12][N:11]([C:15]2[NH:19][C:18]3[CH:20]=[CH:21][CH:22]=[CH:23][C:17]=3[N:16]=2)[CH2:10][CH2:9]1)=O)(C)(C)C.[H-].[Na+].[F:26][C:27]1[CH:34]=[CH:33][C:30]([CH2:31]Br)=[CH:29][CH:28]=1, predict the reaction product. The product is: [F:26][C:27]1[CH:34]=[CH:33][C:30]([CH2:31][N:19]2[C:18]3[CH:20]=[CH:21][CH:22]=[CH:23][C:17]=3[N:16]=[C:15]2[N:11]2[CH2:12][CH2:13][CH2:14][NH:8][CH2:9][CH2:10]2)=[CH:29][CH:28]=1. (8) Given the reactants [CH2:1]([O:8][C:9]1[CH:17]=[C:16]2[C:12]([C:13]([CH2:18][CH3:19])=[N:14][NH:15]2)=[CH:11][C:10]=1[C:20]([OH:22])=O)[C:2]1[CH:7]=[CH:6][CH:5]=[CH:4][CH:3]=1.[C:23](Cl)(=[O:27])[C:24](Cl)=O.O1CCN([NH:35][C:36]2[CH:41]=[CH:40][CH:39]=[CH:38][CH:37]=2)CC1.[CH3:42][CH2:43][N:44](C(C)C)C(C)C, predict the reaction product. The product is: [N:44]1([C:39]2[CH:38]=[CH:37][C:36]([NH:35][C:20]([C:10]3[CH:11]=[C:12]4[C:16](=[CH:17][C:9]=3[O:8][CH2:1][C:2]3[CH:3]=[CH:4][CH:5]=[CH:6][CH:7]=3)[NH:15][N:14]=[C:13]4[CH2:18][CH3:19])=[O:22])=[CH:41][CH:40]=2)[CH2:24][CH2:23][O:27][CH2:42][CH2:43]1.